This data is from Reaction yield outcomes from USPTO patents with 853,638 reactions. The task is: Predict the reaction yield, written as a fraction of the theoretical maximum amount of product (1.0 means a 100% yield; for example, 0.34 means a 34% yield). (1) The reactants are [C:1]([O:5][C:6]([N:8]1[CH2:13][CH2:12][CH:11]([O:14][C:15]2[CH:20]=[CH:19][C:18]([CH2:21][CH2:22][OH:23])=[CH:17][CH:16]=2)[CH2:10][CH2:9]1)=[O:7])([CH3:4])([CH3:3])[CH3:2].CC(OI1(OC(C)=O)(OC(C)=O)OC(=O)C2C=CC=CC1=2)=O. The catalyst is C(Cl)Cl. The product is [C:1]([O:5][C:6]([N:8]1[CH2:9][CH2:10][CH:11]([O:14][C:15]2[CH:16]=[CH:17][C:18]([CH2:21][CH:22]=[O:23])=[CH:19][CH:20]=2)[CH2:12][CH2:13]1)=[O:7])([CH3:4])([CH3:3])[CH3:2]. The yield is 0.350. (2) The reactants are [F:1][C:2]1[CH:7]=[C:6]([C:8]2[CH:13]=[CH:12][N:11]=[C:10]3[NH:14][C:15]([C:17]4[CH:22]=[CH:21][CH:20]=[CH:19][C:18]=4[O:23][CH3:24])=[N:16][C:9]=23)[CH:5]=[CH:4][C:3]=1[CH2:25][NH2:26].CCN(C(C)C)C(C)C.[CH:36]1([C:39]2[CH:47]=[CH:46][C:42]([C:43](Cl)=[O:44])=[CH:41][CH:40]=2)[CH2:38][CH2:37]1. The catalyst is O1CCCC1. The product is [CH:36]1([C:39]2[CH:40]=[CH:41][C:42]([C:43]([NH:26][CH2:25][C:3]3[CH:4]=[CH:5][C:6]([C:8]4[CH:13]=[CH:12][N:11]=[C:10]5[NH:14][C:15]([C:17]6[CH:22]=[CH:21][CH:20]=[CH:19][C:18]=6[O:23][CH3:24])=[N:16][C:9]=45)=[CH:7][C:2]=3[F:1])=[O:44])=[CH:46][CH:47]=2)[CH2:37][CH2:38]1. The yield is 0.210. (3) The reactants are Br[C:2]1[CH:7]=[CH:6][CH:5]=[C:4]([Cl:8])[C:3]=1[CH3:9].[B:10](OC(C)C)([O:15]C(C)C)[O:11]C(C)C. The catalyst is C1COCC1. The product is [Cl:8][C:4]1[C:3]([CH3:9])=[C:2]([B:10]([OH:15])[OH:11])[CH:7]=[CH:6][CH:5]=1. The yield is 0.610. (4) The reactants are [Cl:1][C:2]1[CH:3]=[C:4]([NH:12][C:13]2[N:17]=[C:16]([N:18](CC3C=CC(OC)=CC=3)CC3C=CC(OC)=CC=3)[N:15](CC3C=CC(OC)=CC=3)[N:14]=2)[CH:5]=[C:6]([C:8]([F:11])([F:10])[F:9])[CH:7]=1.C(O)(C(F)(F)F)=O. No catalyst specified. The product is [Cl:1][C:2]1[CH:3]=[C:4]([NH:12][C:13]2[N:17]=[C:16]([NH2:18])[NH:15][N:14]=2)[CH:5]=[C:6]([C:8]([F:9])([F:10])[F:11])[CH:7]=1. The yield is 0.350. (5) The reactants are [NH2:1][N:2]1[C:11](=[O:12])[C:10]2[C:5](=[C:6]([CH3:15])[C:7](F)=[C:8]([F:13])[CH:9]=2)[N:4]([CH:16]2[CH2:18][CH2:17]2)[C:3]1=[O:19].[OH:20][CH:21]1[CH2:24][NH:23][CH2:22]1.CN(C)C(N(C)C)=N. The catalyst is CS(C)=O.C(OCC)(=O)C. The product is [NH2:1][N:2]1[C:11](=[O:12])[C:10]2[C:5](=[C:6]([CH3:15])[C:7]([N:23]3[CH2:24][CH:21]([OH:20])[CH2:22]3)=[C:8]([F:13])[CH:9]=2)[N:4]([CH:16]2[CH2:18][CH2:17]2)[C:3]1=[O:19]. The yield is 0.620. (6) The reactants are C1([C:4]2[CH:9]=[CH:8][CH:7]=[C:6]([NH2:10])[C:5]=2[NH2:11])CC1.C(N([CH:18]([CH3:20])[CH3:19])CC)(C)C.[Cl:21][C:22]1[N:30]=[CH:29][CH:28]=[CH:27][C:23]=1[C:24](Cl)=[O:25]. The catalyst is C1COCC1. The product is [Cl:21][C:22]1[N:30]=[CH:29][CH:28]=[CH:27][C:23]=1[C:24]([NH:11][C:5]1[CH:4]=[CH:9][CH:8]=[CH:7][C:6]=1[NH:10][CH:18]1[CH2:20][CH2:19]1)=[O:25]. The yield is 0.650.